From a dataset of Forward reaction prediction with 1.9M reactions from USPTO patents (1976-2016). Predict the product of the given reaction. (1) Given the reactants [CH2:1]([C:3]1[O:4][CH:5]=[C:6](/[CH:8]=[CH:9]/[C:10]2[C:11]([O:21]COC)=[N:12][N:13]([C:15]3[CH:20]=[CH:19][CH:18]=[CH:17][CH:16]=3)[CH:14]=2)[N:7]=1)[CH3:2].[ClH:25], predict the reaction product. The product is: [ClH:25].[CH2:1]([C:3]1[O:4][CH:5]=[C:6](/[CH:8]=[CH:9]/[C:10]2[C:11]([OH:21])=[N:12][N:13]([C:15]3[CH:20]=[CH:19][CH:18]=[CH:17][CH:16]=3)[CH:14]=2)[N:7]=1)[CH3:2]. (2) Given the reactants [C:1]1([CH:7]([C:30]2[CH:35]=[CH:34][CH:33]=[CH:32][CH:31]=2)[N:8]2[C:16]3[C:11](=[CH:12][CH:13]=[CH:14][CH:15]=3)[C:10](O)([C:17]3[C:26]([OH:27])=[CH:25][C:20]4[O:21][CH2:22][CH2:23][O:24][C:19]=4[CH:18]=3)[C:9]2=[O:29])[CH:6]=[CH:5][CH:4]=[CH:3][CH:2]=1.ClC1C=CC=C2C=1C(O)(C1C(O)=CC3OCCC=3C=1)C(=O)N2C(C1C=CC=CC=1)C1C=CC=CC=1, predict the reaction product. The product is: [C:30]1([CH:7]([C:1]2[CH:2]=[CH:3][CH:4]=[CH:5][CH:6]=2)[N:8]2[C:16]3[C:11](=[CH:12][CH:13]=[CH:14][CH:15]=3)[CH:10]([C:17]3[C:26]([OH:27])=[CH:25][C:20]4[O:21][CH2:22][CH2:23][O:24][C:19]=4[CH:18]=3)[C:9]2=[O:29])[CH:31]=[CH:32][CH:33]=[CH:34][CH:35]=1. (3) Given the reactants [CH:1]1([CH2:4][N:5]([CH2:15][CH2:16][CH3:17])[C:6]2[N:11]=[CH:10][N:9]=[C:8]([C:12]([OH:14])=O)[CH:7]=2)[CH2:3][CH2:2]1.C(Cl)(C(Cl)=O)=O.[NH:24]1[C:32]2[CH:31]=[CH:30][CH:29]=[C:28]([NH2:33])[C:27]=2[CH:26]=[CH:25]1.C(NC(C)C)(C)C, predict the reaction product. The product is: [CH:1]1([CH2:4][N:5]([CH2:15][CH2:16][CH3:17])[C:6]2[N:11]=[CH:10][N:9]=[C:8]([C:12]([NH:33][C:28]3[CH:29]=[CH:30][CH:31]=[C:32]4[C:27]=3[CH:26]=[CH:25][NH:24]4)=[O:14])[CH:7]=2)[CH2:2][CH2:3]1.